The task is: Predict the product of the given reaction.. This data is from Forward reaction prediction with 1.9M reactions from USPTO patents (1976-2016). (1) Given the reactants C(N(CC)CC)C.[NH2:8][CH2:9][CH2:10][CH2:11][N:12]1[C:24]2[C:23]3[CH:22]=[CH:21][CH:20]=[CH:19][C:18]=3[N:17]=[C:16]([NH2:25])[C:15]=2[N:14]=[C:13]1[CH2:26][CH2:27][O:28][CH3:29].[N:30]1([C:36](Cl)=[O:37])[CH2:35][CH2:34][O:33][CH2:32][CH2:31]1.C(=O)([O-])[O-].[Na+].[Na+], predict the reaction product. The product is: [NH2:25][C:16]1[C:15]2[N:14]=[C:13]([CH2:26][CH2:27][O:28][CH3:29])[N:12]([CH2:11][CH2:10][CH2:9][NH:8][C:36]([N:30]3[CH2:35][CH2:34][O:33][CH2:32][CH2:31]3)=[O:37])[C:24]=2[C:23]2[CH:22]=[CH:21][CH:20]=[CH:19][C:18]=2[N:17]=1. (2) Given the reactants [C:1]([O:5][C:6](=[O:17])[NH:7][C:8]([C:11](=[O:16])NCOC)([CH3:10])[CH3:9])([CH3:4])([CH3:3])[CH3:2].[H-].[Al+3].[Li+].[H-].[H-].[H-].OS([O-])(=O)=O.[K+], predict the reaction product. The product is: [C:1]([O:5][C:6](=[O:17])[NH:7][C:8]([CH3:10])([CH3:9])[CH:11]=[O:16])([CH3:4])([CH3:2])[CH3:3].